Dataset: Full USPTO retrosynthesis dataset with 1.9M reactions from patents (1976-2016). Task: Predict the reactants needed to synthesize the given product. Given the product [Cl:1][C:2]1[CH:3]=[C:4]([CH:18]=[CH:19][CH:20]=1)[CH2:5][CH:6]1[C:13]2[CH:12]=[C:11]([C:14]([OH:16])=[O:15])[NH:10][C:9]=2[CH2:8][CH2:7]1, predict the reactants needed to synthesize it. The reactants are: [Cl:1][C:2]1[CH:3]=[C:4]([CH:18]=[CH:19][CH:20]=1)[CH2:5][CH:6]1[C:13]2[CH:12]=[C:11]([C:14]([O:16]C)=[O:15])[NH:10][C:9]=2[CH2:8][CH2:7]1.[OH-].[Li+].CO.